From a dataset of Forward reaction prediction with 1.9M reactions from USPTO patents (1976-2016). Predict the product of the given reaction. (1) Given the reactants C(S([O-])(=O)=O)(F)(F)F.C(S([O-])(=O)=O)(F)(F)F.C(S([O-])(=O)=O)(F)(F)F.[Yb+3].[CH3:26][C:27]1[O:31][N:30]=[C:29]([C:32]2[CH:37]=[CH:36][C:35]([NH2:38])=[CH:34][CH:33]=2)[N:28]=1.[CH3:39][O:40][C:41]1[C:49]2[O:48][CH2:47][CH2:46][C:45]=2[CH:44]=[C:43]([CH:50]=O)[CH:42]=1.FC(F)(F)C(O)=O.[C:59](C1C=CC(NC(C2C=C(OC)C(OC)=CC=2F)C2NC(=O)N(C3C=CC=CC=3C(O)=O)N=2)=CC=1)(=N)[NH2:60].C[Si](C#N)(C)C, predict the reaction product. The product is: [CH3:39][O:40][C:41]1[C:49]2[O:48][CH2:47][CH2:46][C:45]=2[CH:44]=[C:43]([CH:50]([NH:38][C:35]2[CH:36]=[CH:37][C:32]([C:29]3[N:28]=[C:27]([CH3:26])[O:31][N:30]=3)=[CH:33][CH:34]=2)[C:59]#[N:60])[CH:42]=1. (2) Given the reactants Br[C:2]1[CH:3]=[N:4][CH:5]=[C:6]([O:8][CH2:9][C@H:10]2[CH2:14][CH2:13][CH2:12][N:11]2[C:15]([O:17][C:18]([CH3:21])([CH3:20])[CH3:19])=[O:16])[CH:7]=1.[F:22][C:23]1[CH:38]=[CH:37][C:26]([CH2:27][O:28][CH2:29][CH2:30][CH:31]2[CH2:36][CH2:35][NH:34][CH2:33][CH2:32]2)=[CH:25][CH:24]=1.CC(C)([O-])C.[Na+], predict the reaction product. The product is: [C:18]([O:17][C:15]([N:11]1[CH2:12][CH2:13][CH2:14][C@H:10]1[CH2:9][O:8][C:6]1[CH:5]=[N:4][CH:3]=[C:2]([N:34]2[CH2:35][CH2:36][CH:31]([CH2:30][CH2:29][O:28][CH2:27][C:26]3[CH:37]=[CH:38][C:23]([F:22])=[CH:24][CH:25]=3)[CH2:32][CH2:33]2)[CH:7]=1)=[O:16])([CH3:21])([CH3:20])[CH3:19]. (3) Given the reactants [Cl:1][C:2]1[CH:7]=[CH:6][C:5]([N:8]2[CH2:12][CH2:11][CH:10]([C:13](O)=O)[C:9]2=[O:16])=[CH:4][CH:3]=1.C=O.COC1CCNCC1, predict the reaction product. The product is: [Cl:1][C:2]1[CH:7]=[CH:6][C:5]([N:8]2[CH2:12][CH2:11][C:10](=[CH2:13])[C:9]2=[O:16])=[CH:4][CH:3]=1. (4) Given the reactants ClC1C=C(C[CH2:9][CH2:10][N:11]([C@H:25]2[CH2:30][CH2:29][C@H:28]([CH3:31])[CH2:27][CH2:26]2)[C:12](=[O:24])[NH:13][C:14]2[S:15][C:16]([S:19][CH2:20][C:21]([OH:23])=[O:22])=[CH:17][N:18]=2)C=CC=1.[CH3:32][C:33]1[CH:38]=[CH:37][C:36]([CH2:39][CH2:40]CC(O)=O)=[CH:35][CH:34]=1.C(OC(=O)CSC1SC(N)=NC=1)C, predict the reaction product. The product is: [CH3:31][CH:28]1[CH2:29][CH2:30][CH:25]([N:11]([CH2:10][CH2:9][CH2:40][CH2:39][C:36]2[CH:37]=[CH:38][C:33]([CH3:32])=[CH:34][CH:35]=2)[C:12](=[O:24])[NH:13][C:14]2[S:15][C:16]([S:19][CH2:20][C:21]([OH:23])=[O:22])=[CH:17][N:18]=2)[CH2:26][CH2:27]1. (5) Given the reactants [C:1]([O:5][C:6]([NH:8][CH2:9][C:10]#[CH:11])=[O:7])([CH3:4])([CH3:3])[CH3:2].[Li]CCCC.CON(C)[C:20]([C:22]1[N:23]([CH2:33][CH3:34])[N:24]=[C:25]([C:27]2[CH:32]=[CH:31][CH:30]=[CH:29][CH:28]=2)[CH:26]=1)=[O:21], predict the reaction product. The product is: [C:1]([O:5][C:6](=[O:7])[NH:8][CH2:9][C:10]#[C:11][C:20]([C:22]1[N:23]([CH2:33][CH3:34])[N:24]=[C:25]([C:27]2[CH:28]=[CH:29][CH:30]=[CH:31][CH:32]=2)[CH:26]=1)=[O:21])([CH3:4])([CH3:3])[CH3:2]. (6) The product is: [C:4]12([CH2:14][O:15][C:49]3[C:48]([Cl:51])=[CH:47][C:43]([C:44]([OH:46])=[O:45])=[CH:42][C:41]=3[Cl:40])[CH2:10][CH:8]3[CH2:7][CH:6]([CH2:12][CH:2]([CH2:9]3)[CH2:3]1)[CH2:5]2. Given the reactants F[C:2]12[CH2:12][C:6]3(F)[CH2:7][C:8](F)([CH2:10][C:4]([CH2:14][OH:15])([CH2:5]3)[CH2:3]1)[CH2:9]2.C12(CO)CC3CC(CC(C3)C1)C2.ClC1C(F)=CC(F)=C(C=1)C(O)=O.[Cl:40][C:41]1[CH:42]=[C:43]([CH:47]=[C:48]([Cl:51])[C:49]=1F)[C:44]([OH:46])=[O:45], predict the reaction product. (7) Given the reactants [C:1]([O:5][C:6]([NH:8][CH2:9][C:10]1[CH:18]=[CH:17][C:13]([C:14]([OH:16])=O)=[CH:12][CH:11]=1)=[O:7])([CH3:4])([CH3:3])[CH3:2].CCN=C=NCCCN(C)C.Cl.C1C=CC2N(O)N=NC=2C=1.[CH2:41]([N:44]([CH2:48][C:49]1[CH:54]=[CH:53][C:52]([NH2:55])=[CH:51][CH:50]=1)[CH2:45][CH2:46][CH3:47])[CH2:42][CH3:43], predict the reaction product. The product is: [C:1]([O:5][C:6](=[O:7])[NH:8][CH2:9][C:10]1[CH:11]=[CH:12][C:13]([C:14](=[O:16])[NH:55][C:52]2[CH:53]=[CH:54][C:49]([CH2:48][N:44]([CH2:45][CH2:46][CH3:47])[CH2:41][CH2:42][CH3:43])=[CH:50][CH:51]=2)=[CH:17][CH:18]=1)([CH3:2])([CH3:3])[CH3:4]. (8) The product is: [C:18]([O:22][C:23]1[C:28]2[N:29]=[C:30]([O:32][CH:33]([CH3:35])[CH3:34])[S:31][C:27]=2[C:26]([C@H:36]([OH:39])[CH2:37][Cl:38])=[CH:25][CH:24]=1)([CH3:19])([CH3:20])[CH3:21]. Given the reactants B.C1COCC1.N[C@H]1C2C(=CC=CC=2)C[C@H]1O.[C:18]([O:22][C:23]1[C:28]2[N:29]=[C:30]([O:32][CH:33]([CH3:35])[CH3:34])[S:31][C:27]=2[C:26]([C:36](=[O:39])[CH2:37][Cl:38])=[CH:25][CH:24]=1)([CH3:21])([CH3:20])[CH3:19], predict the reaction product. (9) The product is: [Cl:19][C:20]1[CH:25]=[CH:24][C:23]([C:29]#[N:30])=[C:22]([C:2]2[CH:7]=[CH:6][N:5]([CH:8]([CH2:14][CH2:15][CH2:16][CH3:17])[C:9]([O:11][CH2:12][CH3:13])=[O:10])[C:4](=[O:18])[CH:3]=2)[CH:21]=1. Given the reactants I[C:2]1[CH:7]=[CH:6][N:5]([CH:8]([CH2:14][CH2:15][CH2:16][CH3:17])[C:9]([O:11][CH2:12][CH3:13])=[O:10])[C:4](=[O:18])[CH:3]=1.[Cl:19][C:20]1[CH:21]=[CH:22][C:23]([C:29]#[N:30])=[C:24](B(O)O)[CH:25]=1, predict the reaction product.